The task is: Predict the product of the given reaction.. This data is from Forward reaction prediction with 1.9M reactions from USPTO patents (1976-2016). (1) Given the reactants [CH3:1][N:2]1[C:6]([OH:7])=[C:5]([C:8]2[C:13]([F:14])=[CH:12][C:11]([F:15])=[CH:10][C:9]=2[F:16])[C:4]([CH3:17])=[N:3]1.[F:18][C:19]1[CH:20]=[C:21]([N+:27]([O-:29])=[O:28])[CH:22]=[C:23]([F:26])[C:24]=1F.C(=O)([O-])[O-].[K+].[K+], predict the reaction product. The product is: [F:18][C:19]1[CH:20]=[C:21]([N+:27]([O-:29])=[O:28])[CH:22]=[C:23]([F:26])[C:24]=1[O:7][C:6]1[N:2]([CH3:1])[N:3]=[C:4]([CH3:17])[C:5]=1[C:8]1[C:13]([F:14])=[CH:12][C:11]([F:15])=[CH:10][C:9]=1[F:16]. (2) Given the reactants C(N(CC)CC)C.Cl.[NH2:9][CH2:10][CH2:11][CH2:12][C:13]([O:15]C)=[O:14].[C:17]([NH:24][C@H:25]([C:27](O)=[O:28])[CH3:26])([O:19][C:20]([CH3:23])([CH3:22])[CH3:21])=[O:18].Cl.C(N=C=N)C.ON1C2C=CC=CC=2N=N1.[Li+].[OH-].Cl, predict the reaction product. The product is: [C:20]([O:19][C:17]([NH:24][CH:25]([CH3:26])[C:27]([NH:9][CH2:10][CH2:11][CH2:12][C:13]([OH:15])=[O:14])=[O:28])=[O:18])([CH3:23])([CH3:22])[CH3:21]. (3) Given the reactants [CH:1](/[C@@H:7]1[CH2:16][CH2:15][C:14]2[CH:13]=[C:12]([C@H:17]3[CH2:26][CH2:25][C@@:19]4([NH:23]C(=O)[O:21][CH2:20]4)[CH2:18]3)[CH:11]=[CH:10][C:9]=2[CH2:8]1)=[CH:2]\[CH2:3][CH2:4][CH2:5][CH3:6].O.O.[OH-].[Li+], predict the reaction product. The product is: [NH2:23][C@:19]1([CH2:20][OH:21])[CH2:25][CH2:26][C@H:17]([C:12]2[CH:11]=[CH:10][C:9]3[CH2:8][C@H:7](/[CH:1]=[CH:2]/[CH2:3][CH2:4][CH2:5][CH3:6])[CH2:16][CH2:15][C:14]=3[CH:13]=2)[CH2:18]1.